From a dataset of Experimentally validated miRNA-target interactions with 360,000+ pairs, plus equal number of negative samples. Binary Classification. Given a miRNA mature sequence and a target amino acid sequence, predict their likelihood of interaction. (1) The miRNA is hsa-miR-5583-3p with sequence GAAUAUGGGUAUAUUAGUUUGG. The protein sequence of the target gene is MEPAVGGPGPLIVNNKQPQPPPPPPPAAAQPPPGAPRAAAGLLPGGKAREFNRNQRKDSEGYSESPDLEFEYADTDKWAAELSELYSYTEGPEFLMNRKCFEEDFRIHVTDKKWTELDTNQHRTHAMRLLDGLEVTAREKRLKVARAILYVAQGTFGECSSEAEVQSWMRYNIFLLLEVGTFNALVELLNMEIDNSAACSSAVRKPAISLADSTDLRVLLNIMYLIVETVHQECEGDKAEWRTMRQTFRAELGSPLYNNEPFAIMLFGMVTKFCSGHAPHFPMKKVLLLLWKTVLCTLGG.... Result: 0 (no interaction). (2) The miRNA is hsa-miR-652-3p with sequence AAUGGCGCCACUAGGGUUGUG. The protein sequence of the target gene is MPGVTVKDVNQQEFVRALAAFLKKSGKLKVPEWVDTVKLAKHKELAPYDENWFYTRAASTARHLYLRGGAGVGSMTKIYGGRQRNGVMPSHFSRGSKSVARRVLQALEGLKMVEKDQDGGRKLTPQGQRDLDRIAGQVAAANKKH. Result: 1 (interaction). (3) The miRNA is mmu-miR-3964 with sequence AUAAGGUAGAAAGCACUAAA. The protein sequence of the target gene is MTPWLGLVVLLSCWSLGHWGAEACTCSPSHPQDAFCNSDIVIRAKVVGKKLVKEGPFGTLVYTIKQMKMYRGFSKMPHVQYIHTEASESLCGLKLEVNKYQYLLTGRVYEGKMYTGLCNFVERWDHLTLSQRKGLNYRYHLGCNCKIKSCYYLPCFVTSKNECLWTDMLSNFGYPGYQSKHYACIRQKGGYCSWYRGWAPPDKSISNATDP. Result: 0 (no interaction). (4) The miRNA is cel-miR-356a with sequence UUGAGCAACGCGAACAAAUCA. The protein sequence of the target gene is MLPFLSMLVLLVQPLGNLGAEMKSLSQRSVPNTCTLVMCSPTENGLPGRDGRDGREGPRGEKGDPGLPGPMGLSGLQGPTGPVGPKGENGSAGEPGPKGERGLSGPPGLPGIPGPAGKEGPSGKQGNIGPQGKPGPKGEAGPKGEVGAPGMQGSTGAKGSTGPKGERGAPGVQGAPGNAGAAGPAGPAGPQGAPGSRGPPGLKGDRGVPGDRGIKGESGLPDSAALRQQMEALKGKLQRLEVAFSHYQKAALFPDGRSVGDKIFRTADSEKPFEDAQEMCKQAGGQLASPRSATENAAIQ.... Result: 0 (no interaction). (5) The miRNA is hsa-miR-7111-5p with sequence UGGGGGAGGAAGGACAGGCCAU. The protein sequence of the target gene is MLSFVDTRTLLLLAVTLCLATCQSLQEETVRKGPAGDRGPRGERGPPGPPGRDGEDGPTGPPGPPGPPGPPGLGGNFAAQYDGKGVGLGPGPMGLMGPRGPPGAAGAPGPQGFQGPAGEPGEPGQTGPAGARGPAGPPGKAGEDGHPGKPGRPGERGVVGPQGARGFPGTPGLPGFKGIRGHNGLDGLKGQPGAPGVKGEPGAPGENGTPGQTGARGLPGERGRVGAPGPAGARGSDGSVGPVGPAGPIGSAGPPGFPGAPGPKGEIGAVGNAGPAGPAGPRGEVGLPGLSGPVGPPGNP.... Result: 1 (interaction). (6) The miRNA is hsa-miR-615-3p with sequence UCCGAGCCUGGGUCUCCCUCUU. The protein sequence of the target gene is MGSPVQLSLLCVVLASLLLPGKGVFINRERANNVLARTRRANSFFEEFKKGNLERECMEEICSYEEVREIFEDDEKTKEYWTKYKDGDQCESSPCQNQGACRDGIGGYTCTCSEGFEGKNCELFVRKLCRLDNGDCDQFCREEQNSVVCSCASGYFLGNDGKSCISTAPFPCGKITTGRRKRSVALNTSDSELDLEDALLDEDFLSPTENPIELLNLNETQPERSSDDLVRIVGGRECKDGECPWQALLINEDNEGFCGGTILNEFYILTAAHCLHQARRFKVRVGDRNTEKEEGNEMVH.... Result: 0 (no interaction).